Dataset: Peptide-MHC class II binding affinity with 134,281 pairs from IEDB. Task: Regression. Given a peptide amino acid sequence and an MHC pseudo amino acid sequence, predict their binding affinity value. This is MHC class II binding data. (1) The peptide sequence is DVKFPGGGQIVGGVY. The MHC is DRB1_1201 with pseudo-sequence DRB1_1201. The binding affinity (normalized) is 0.0960. (2) The peptide sequence is TCGFVDERGLYKSLK. The MHC is DRB1_1302 with pseudo-sequence DRB1_1302. The binding affinity (normalized) is 0. (3) The peptide sequence is WEALKYLWNLLQYWGQELK. The MHC is HLA-DPA10103-DPB10301 with pseudo-sequence HLA-DPA10103-DPB10301. The binding affinity (normalized) is 0.0485. (4) The peptide sequence is SKGDSARVTVKDVTF. The MHC is DRB1_1101 with pseudo-sequence DRB1_1101. The binding affinity (normalized) is 0.169. (5) The peptide sequence is GELQIVDKISAAFKI. The MHC is DRB1_1302 with pseudo-sequence DRB1_1302. The binding affinity (normalized) is 0.881. (6) The peptide sequence is EDVGYPIIIDQKYCP. The MHC is DRB1_1101 with pseudo-sequence DRB1_1101. The binding affinity (normalized) is 0.0861. (7) The peptide sequence is RSLWIIFSKNLNIKL. The MHC is DRB1_0405 with pseudo-sequence DRB1_0405. The binding affinity (normalized) is 0.546. (8) The peptide sequence is GELQIDDKIDAAFKI. The MHC is DRB1_1302 with pseudo-sequence DRB1_1302. The binding affinity (normalized) is 0.586. (9) The peptide sequence is GIKQLQARVLAVERYLK. The MHC is DRB1_0301 with pseudo-sequence DRB1_0301. The binding affinity (normalized) is 0.448.